Task: Predict the product of the given reaction.. Dataset: Forward reaction prediction with 1.9M reactions from USPTO patents (1976-2016) Given the reactants CO[C:3](=[O:24])[C:4]1[CH:9]=[CH:8][C:7]([O:10][CH2:11][C:12]2[C:13]([C:17]3[CH:22]=[CH:21][C:20]([F:23])=[CH:19][CH:18]=3)=[N:14][O:15][CH:16]=2)=[N:6][CH:5]=1.[NH2:25][CH:26]([CH2:29][OH:30])[CH2:27][OH:28], predict the reaction product. The product is: [F:23][C:20]1[CH:19]=[CH:18][C:17]([C:13]2[C:12]([CH2:11][O:10][C:7]3[CH:8]=[CH:9][C:4]([C:3]([NH:25][CH:26]([CH2:29][OH:30])[CH2:27][OH:28])=[O:24])=[CH:5][N:6]=3)=[CH:16][O:15][N:14]=2)=[CH:22][CH:21]=1.